Dataset: Forward reaction prediction with 1.9M reactions from USPTO patents (1976-2016). Task: Predict the product of the given reaction. (1) Given the reactants [OH:1][C:2]1[CH:3]=[C:4]([O:16][C:17]2[CH:22]=[CH:21][C:20]([S:23]([CH3:26])(=[O:25])=[O:24])=[CH:19][CH:18]=2)[CH:5]=[C:6]2[C:10]=1[NH:9][C:8]([C:11]([O:13][CH2:14][CH3:15])=[O:12])=[CH:7]2.Cl.Cl[CH2:29][C:30]1[N:31]([CH3:35])[CH:32]=[CH:33][N:34]=1.C(=O)([O-])[O-].[K+].[K+].CN(C)C=O, predict the reaction product. The product is: [CH3:35][N:31]1[CH:32]=[CH:33][N:34]=[C:30]1[CH2:29][O:1][C:2]1[CH:3]=[C:4]([O:16][C:17]2[CH:22]=[CH:21][C:20]([S:23]([CH3:26])(=[O:25])=[O:24])=[CH:19][CH:18]=2)[CH:5]=[C:6]2[C:10]=1[NH:9][C:8]([C:11]([O:13][CH2:14][CH3:15])=[O:12])=[CH:7]2. (2) Given the reactants [Br:1][C:2]1[CH:10]=[CH:9][C:8]([C:11]([NH2:13])=[O:12])=[C:7]2[C:3]=1[CH:4]=[CH:5][NH:6]2.CN(C)/[CH:16]=[CH:17]/[N+:18]([O-:20])=[O:19], predict the reaction product. The product is: [Br:1][C:2]1[CH:10]=[CH:9][C:8]([C:11]([NH2:13])=[O:12])=[C:7]2[C:3]=1[C:4]([CH:16]=[CH:17][N+:18]([O-:20])=[O:19])=[CH:5][NH:6]2.